Regression. Given two drug SMILES strings and cell line genomic features, predict the synergy score measuring deviation from expected non-interaction effect. From a dataset of NCI-60 drug combinations with 297,098 pairs across 59 cell lines. (1) Drug 1: CC1C(C(CC(O1)OC2CC(CC3=C2C(=C4C(=C3O)C(=O)C5=C(C4=O)C(=CC=C5)OC)O)(C(=O)C)O)N)O.Cl. Drug 2: CC1=C(C=C(C=C1)C(=O)NC2=CC(=CC(=C2)C(F)(F)F)N3C=C(N=C3)C)NC4=NC=CC(=N4)C5=CN=CC=C5. Cell line: U251. Synergy scores: CSS=38.9, Synergy_ZIP=1.85, Synergy_Bliss=0.946, Synergy_Loewe=-33.2, Synergy_HSA=-0.620. (2) Drug 1: CCC1=C2CN3C(=CC4=C(C3=O)COC(=O)C4(CC)O)C2=NC5=C1C=C(C=C5)O. Drug 2: C1CC(=O)NC(=O)C1N2C(=O)C3=CC=CC=C3C2=O. Cell line: RXF 393. Synergy scores: CSS=1.80, Synergy_ZIP=-1.99, Synergy_Bliss=-3.07, Synergy_Loewe=-9.34, Synergy_HSA=-3.46. (3) Drug 1: C1=NC2=C(N=C(N=C2N1C3C(C(C(O3)CO)O)O)F)N. Drug 2: CC1=C(C=C(C=C1)NC(=O)C2=CC=C(C=C2)CN3CCN(CC3)C)NC4=NC=CC(=N4)C5=CN=CC=C5. Cell line: A498. Synergy scores: CSS=-1.02, Synergy_ZIP=3.53, Synergy_Bliss=-3.60, Synergy_Loewe=-3.53, Synergy_HSA=-3.29. (4) Drug 1: C1=CN(C(=O)N=C1N)C2C(C(C(O2)CO)O)O.Cl. Drug 2: CC1=C2C(C(=O)C3(C(CC4C(C3C(C(C2(C)C)(CC1OC(=O)C(C(C5=CC=CC=C5)NC(=O)OC(C)(C)C)O)O)OC(=O)C6=CC=CC=C6)(CO4)OC(=O)C)O)C)O. Cell line: UO-31. Synergy scores: CSS=21.6, Synergy_ZIP=-4.03, Synergy_Bliss=-0.706, Synergy_Loewe=-2.50, Synergy_HSA=-0.242. (5) Drug 1: C1C(C(OC1N2C=NC3=C(N=C(N=C32)Cl)N)CO)O. Drug 2: CC1=C(C=C(C=C1)NC(=O)C2=CC=C(C=C2)CN3CCN(CC3)C)NC4=NC=CC(=N4)C5=CN=CC=C5. Cell line: OVCAR3. Synergy scores: CSS=21.7, Synergy_ZIP=4.03, Synergy_Bliss=1.06, Synergy_Loewe=1.17, Synergy_HSA=2.30. (6) Drug 1: CC1=C2C(C(=O)C3(C(CC4C(C3C(C(C2(C)C)(CC1OC(=O)C(C(C5=CC=CC=C5)NC(=O)OC(C)(C)C)O)O)OC(=O)C6=CC=CC=C6)(CO4)OC(=O)C)OC)C)OC. Drug 2: C1=C(C(=O)NC(=O)N1)F. Cell line: M14. Synergy scores: CSS=61.9, Synergy_ZIP=0.898, Synergy_Bliss=-0.657, Synergy_Loewe=3.44, Synergy_HSA=4.89. (7) Drug 1: C1CC(C1)(C(=O)O)C(=O)O.[NH2-].[NH2-].[Pt+2]. Drug 2: C#CCC(CC1=CN=C2C(=N1)C(=NC(=N2)N)N)C3=CC=C(C=C3)C(=O)NC(CCC(=O)O)C(=O)O. Cell line: A549. Synergy scores: CSS=53.0, Synergy_ZIP=0.734, Synergy_Bliss=-1.54, Synergy_Loewe=-9.37, Synergy_HSA=-1.18.